From a dataset of Catalyst prediction with 721,799 reactions and 888 catalyst types from USPTO. Predict which catalyst facilitates the given reaction. (1) Reactant: [OH:1][C:2]1[CH:3]=[C:4]2[C:9](=[CH:10][CH:11]=1)[C:8]([C:12](=[O:28])[C:13]1[CH:18]=[CH:17][C:16]([O:19][CH2:20][CH2:21][N:22]3[CH2:27][CH2:26][CH2:25][CH2:24][CH2:23]3)=[CH:15][CH:14]=1)=[C:7]([O:29][S:30]([C:33]([F:36])([F:35])[F:34])(=[O:32])=[O:31])[CH:6]=[CH:5]2.C(N(C(C)C)CC)(C)C.[CH3:46][S:47](Cl)(=[O:49])=[O:48].C(=O)(O)[O-].[Na+]. Product: [CH3:46][S:47]([O:1][C:2]1[CH:3]=[C:4]2[C:9](=[CH:10][CH:11]=1)[C:8]([C:12](=[O:28])[C:13]1[CH:14]=[CH:15][C:16]([O:19][CH2:20][CH2:21][N:22]3[CH2:27][CH2:26][CH2:25][CH2:24][CH2:23]3)=[CH:17][CH:18]=1)=[C:7]([O:29][S:30]([C:33]([F:35])([F:36])[F:34])(=[O:32])=[O:31])[CH:6]=[CH:5]2)(=[O:49])=[O:48]. The catalyst class is: 2. (2) The catalyst class is: 10. Reactant: Cl[C:2]1[CH:7]=[CH:6][C:5]([N+:8]([O-:10])=[O:9])=[CH:4][N:3]=1.[NH:11]1[CH2:15][CH2:14][CH2:13][CH2:12]1.C(=O)([O-])[O-].[K+].[K+].O1CCOCCOCCOCCOCCOCC1. Product: [N+:8]([C:5]1[CH:6]=[CH:7][C:2]([N:11]2[CH2:15][CH2:14][CH2:13][CH2:12]2)=[N:3][CH:4]=1)([O-:10])=[O:9].